Dataset: Full USPTO retrosynthesis dataset with 1.9M reactions from patents (1976-2016). Task: Predict the reactants needed to synthesize the given product. (1) Given the product [CH3:20][O:21][C:22]1[CH:23]=[C:24]([CH:25]=[CH:26][CH:27]=1)[CH2:28][C:29]1[C:12]2[NH:13][C:14]3[CH:15]=[CH:16][CH:17]=[CH:18][C:19]=3[C:11]=2[C:3]2[C:2](=[O:1])[CH2:7][C:6]([CH3:9])([CH3:8])[CH2:5][C:4]=2[N:32]=1, predict the reactants needed to synthesize it. The reactants are: [OH:1][C:2]1[CH2:7][C:6]([CH3:9])([CH3:8])[CH2:5][C:4](=O)[C:3]=1[C:11]1[C:19]2[C:14](=[CH:15][CH:16]=[CH:17][CH:18]=2)[NH:13][CH:12]=1.[CH3:20][O:21][C:22]1[CH:23]=[C:24]([CH2:28][C:29](Cl)=O)[CH:25]=[CH:26][CH:27]=1.[NH3:32]. (2) Given the product [Cl:18][C:19]1[CH:24]=[C:23]([Cl:25])[CH:22]=[C:21]([CH3:26])[C:20]=1[S:27]([NH:15][C:13]1[CH:12]=[CH:11][CH:10]=[C:9]([CH2:8][O:7][CH2:6][C:5]2[CH:4]=[CH:3][C:2]([Cl:1])=[CH:17][CH:16]=2)[N:14]=1)(=[O:29])=[O:28], predict the reactants needed to synthesize it. The reactants are: [Cl:1][C:2]1[CH:17]=[CH:16][C:5]([CH2:6][O:7][CH2:8][C:9]2[N:14]=[C:13]([NH2:15])[CH:12]=[CH:11][CH:10]=2)=[CH:4][CH:3]=1.[Cl:18][C:19]1[CH:24]=[C:23]([Cl:25])[CH:22]=[C:21]([CH3:26])[C:20]=1[S:27](Cl)(=[O:29])=[O:28]. (3) Given the product [F:1][C:2]1[CH:25]=[CH:24][C:5]([CH2:6][O:7][C:8]2[CH:9]=[C:10]3[C:14](=[CH:15][CH:16]=2)[C:13](=[O:17])[N:12]([C@@H:18]([CH3:22])[C:19]([NH2:21])=[S:35])[C:11]3=[O:23])=[CH:4][CH:3]=1, predict the reactants needed to synthesize it. The reactants are: [F:1][C:2]1[CH:25]=[CH:24][C:5]([CH2:6][O:7][C:8]2[CH:9]=[C:10]3[C:14](=[CH:15][CH:16]=2)[C:13](=[O:17])[N:12]([C@@H:18]([CH3:22])[C:19]([NH2:21])=O)[C:11]3=[O:23])=[CH:4][CH:3]=1.COC1C=CC(P2(SP(C3C=CC(OC)=CC=3)(=S)S2)=[S:35])=CC=1. (4) The reactants are: CN([CH:4]=[C:5]1[C:10](=O)[CH2:9][CH2:8][N:7]([C:12]2[CH:17]=[C:16]([N+:18]([O-:20])=[O:19])[CH:15]=[CH:14][C:13]=2[CH3:21])[CH2:6]1)C.[CH3:22][NH:23][C:24]([NH2:26])=[NH:25].C([O-])(=O)C.[Na+]. Given the product [CH3:22][NH:23][C:24]1[N:26]=[CH:4][C:5]2[CH2:6][N:7]([C:12]3[CH:17]=[C:16]([N+:18]([O-:20])=[O:19])[CH:15]=[CH:14][C:13]=3[CH3:21])[CH2:8][CH2:9][C:10]=2[N:25]=1, predict the reactants needed to synthesize it. (5) Given the product [F:17][C:12]1[CH:13]=[CH:14][CH:15]=[C:16]2[C:11]=1[C:10]([NH2:18])=[N:9][C:8]2([C:19]1[CH:24]=[C:23]([CH3:25])[C:22]([O:26][CH3:27])=[C:21]([F:28])[CH:20]=1)[C:6]1[CH:5]=[CH:4][N:3]=[C:2]([C:33]2[CH:34]=[N:29][CH:30]=[N:31][CH:32]=2)[CH:7]=1, predict the reactants needed to synthesize it. The reactants are: Br[C:2]1[CH:7]=[C:6]([C:8]2([C:19]3[CH:24]=[C:23]([CH3:25])[C:22]([O:26][CH3:27])=[C:21]([F:28])[CH:20]=3)[C:16]3[C:11](=[C:12]([F:17])[CH:13]=[CH:14][CH:15]=3)[C:10]([NH2:18])=[N:9]2)[CH:5]=[CH:4][N:3]=1.[N:29]1[CH:34]=[C:33](B(O)O)[CH:32]=[N:31][CH:30]=1. (6) Given the product [Cl:18][C:19]1[CH:20]=[C:21]([S:25]([NH:14][C:12]2[CH:11]=[CH:10][CH:9]=[C:8]([CH2:7][O:6][CH2:5][C:4]3[CH:15]=[CH:16][CH:17]=[C:2]([F:1])[CH:3]=3)[N:13]=2)(=[O:27])=[O:26])[CH:22]=[CH:23][CH:24]=1, predict the reactants needed to synthesize it. The reactants are: [F:1][C:2]1[CH:3]=[C:4]([CH:15]=[CH:16][CH:17]=1)[CH2:5][O:6][CH2:7][C:8]1[N:13]=[C:12]([NH2:14])[CH:11]=[CH:10][CH:9]=1.[Cl:18][C:19]1[CH:20]=[C:21]([S:25](Cl)(=[O:27])=[O:26])[CH:22]=[CH:23][CH:24]=1. (7) Given the product [C:31]([C:21]1[CH:22]=[C:23]([O:26][C:27]([F:28])([F:29])[F:30])[CH:24]=[CH:25][C:20]=1[O:19][CH2:18][CH:17]([CH3:39])[CH2:16][O:15][C:12]1[CH:11]=[CH:10][C:9]([O:8][C:5]([CH3:7])([CH3:6])[C:4]([OH:40])=[O:3])=[CH:14][CH:13]=1)(=[O:38])[C:32]1[CH:33]=[CH:34][CH:35]=[CH:36][CH:37]=1, predict the reactants needed to synthesize it. The reactants are: C([O:3][C:4](=[O:40])[C:5]([O:8][C:9]1[CH:14]=[CH:13][C:12]([O:15][CH2:16][CH:17]([CH3:39])[CH2:18][O:19][C:20]2[CH:25]=[CH:24][C:23]([O:26][C:27]([F:30])([F:29])[F:28])=[CH:22][C:21]=2[C:31](=[O:38])[C:32]2[CH:37]=[CH:36][CH:35]=[CH:34][CH:33]=2)=[CH:11][CH:10]=1)([CH3:7])[CH3:6])C.[OH-].[Na+]. (8) Given the product [CH3:29][S:30]([OH:33])(=[O:32])=[O:31].[N+:17]([C:20]1[CH:28]=[CH:27][C:23]([C:24]([O:1][NH2:2])=[O:25])=[CH:22][CH:21]=1)([O-:19])=[O:18], predict the reactants needed to synthesize it. The reactants are: [OH:1][NH:2]C(=O)OC(C)(C)C.C(N(CC)CC)C.[N+:17]([C:20]1[CH:28]=[CH:27][C:23]([C:24](Cl)=[O:25])=[CH:22][CH:21]=1)([O-:19])=[O:18].[CH3:29][S:30]([OH:33])(=[O:32])=[O:31]. (9) Given the product [CH3:13][O:11][C:10](=[O:12])[CH2:9][C:4]1[CH:5]=[CH:6][C:7]([Cl:8])=[C:2]([Cl:1])[CH:3]=1, predict the reactants needed to synthesize it. The reactants are: [Cl:1][C:2]1[CH:3]=[C:4]([CH2:9][C:10]([OH:12])=[O:11])[CH:5]=[CH:6][C:7]=1[Cl:8].[CH3:13][Si](Cl)(C)C. (10) Given the product [C:1]1([C@@H:13]2[CH2:14][CH2:15][C@H:16]([CH:19]([CH3:22])[C:20]#[N:21])[CH2:17][CH2:18]2)[N:2]=[N:3][N:4]2[C:9]=1[C:8]1[CH:10]=[CH:11][NH:12][C:7]=1[N:6]=[CH:5]2.[C:1]1([C@H:13]2[CH2:14][CH2:15][C@H:16]([CH:19]([CH3:22])[C:20]#[N:21])[CH2:17][CH2:18]2)[N:2]=[N:3][N:4]2[C:9]=1[C:8]1[CH:10]=[CH:11][NH:12][C:7]=1[N:6]=[CH:5]2, predict the reactants needed to synthesize it. The reactants are: [C:1]1([CH:13]2[CH2:18][CH2:17][C:16](=[C:19]([CH3:22])[C:20]#[N:21])[CH2:15][CH2:14]2)[N:2]=[N:3][N:4]2[C:9]=1[C:8]1[CH:10]=[CH:11][NH:12][C:7]=1[N:6]=[CH:5]2.C1(C2CCC(=CC#N)CC2)N=NN2C=1C1C=CNC=1N=C2.